Dataset: Full USPTO retrosynthesis dataset with 1.9M reactions from patents (1976-2016). Task: Predict the reactants needed to synthesize the given product. (1) Given the product [NH2:11][C:8]1[CH:7]=[C:3]2[C:2](=[CH:10][CH:9]=1)[N:1]=[C:19]([C:18]1[CH:21]=[C:22]([O:24][CH3:25])[CH:23]=[C:16]([O:15][CH3:14])[CH:17]=1)[NH:6][C:4]2=[O:5], predict the reactants needed to synthesize it. The reactants are: [NH2:1][C:2]1[CH:10]=[CH:9][C:8]([N+:11]([O-])=O)=[CH:7][C:3]=1[C:4]([NH2:6])=[O:5].[CH3:14][O:15][C:16]1[CH:17]=[C:18]([CH:21]=[C:22]([O:24][CH3:25])[CH:23]=1)[CH:19]=O.S([O-])(O)=O.[Na+].O.C1(C)C=CC(S(O)(=O)=O)=CC=1.C([O-])(O)=O.[Na+]. (2) Given the product [CH2:31]([O:30][C:28]([C:27]1[C:26](=[O:25])[N:13]([CH2:14][C:15]2[CH:16]=[CH:17][CH:18]=[CH:19][CH:20]=2)[C:12]([CH:8]([NH:7][C:6]([O:5][C:1]([CH3:3])([CH3:4])[CH3:2])=[O:22])[CH:9]([CH3:11])[CH3:10])=[N:21][CH:33]=1)=[O:29])[CH3:32], predict the reactants needed to synthesize it. The reactants are: [C:1]([O:5][C:6](=[O:22])[NH:7][CH:8]([C:12](=[NH:21])[NH:13][CH2:14][C:15]1[CH:20]=[CH:19][CH:18]=[CH:17][CH:16]=1)[CH:9]([CH3:11])[CH3:10])([CH3:4])([CH3:3])[CH3:2].C([O:25][CH:26]=[C:27]([C:33](OCC)=O)[C:28]([O:30][CH2:31][CH3:32])=[O:29])C. (3) Given the product [CH2:1]([O:8][C:9]1[C:13](/[CH:14]=[C:26]2/[C:25](=[O:27])[NH:24][C:23](=[O:28])[S:22]/2)=[CH:12][N:11]([C:16]2[CH:21]=[CH:20][CH:19]=[CH:18][CH:17]=2)[N:10]=1)[C:2]1[CH:7]=[CH:6][CH:5]=[CH:4][CH:3]=1, predict the reactants needed to synthesize it. The reactants are: [CH2:1]([O:8][C:9]1[C:13]([CH:14]=O)=[CH:12][N:11]([C:16]2[CH:21]=[CH:20][CH:19]=[CH:18][CH:17]=2)[N:10]=1)[C:2]1[CH:7]=[CH:6][CH:5]=[CH:4][CH:3]=1.[S:22]1[CH2:26][C:25](=[O:27])[NH:24][C:23]1=[O:28].N1CCCCC1. (4) The reactants are: [CH3:1][O:2][CH2:3][C@H:4]([OH:6])[CH3:5].[H-].[Na+].Cl[C:10]1[N:15]=[C:14]([C:16]([NH:18][CH2:19][CH3:20])=[O:17])[CH:13]=[C:12]([S:21][CH3:22])[N:11]=1. Given the product [CH2:19]([NH:18][C:16]([C:14]1[CH:13]=[C:12]([S:21][CH3:22])[N:11]=[C:10]([O:6][C@H:4]([CH3:5])[CH2:3][O:2][CH3:1])[N:15]=1)=[O:17])[CH3:20], predict the reactants needed to synthesize it. (5) Given the product [N:2]1[CH:3]=[C:4]([C:11]2[C:12](=[O:32])[NH:13][C:14](=[O:31])[C:15]=2[C:16]2[C:24]3[C:19](=[CH:20][CH:21]=[CH:22][CH:23]=3)[N:18]([CH:25]3[CH2:30][CH2:29][N:28]([C:34](=[O:37])[CH2:35][CH3:36])[CH2:27][CH2:26]3)[CH:17]=2)[N:5]2[CH:10]=[CH:9][CH:8]=[CH:7][C:6]=12, predict the reactants needed to synthesize it. The reactants are: Cl.[N:2]1[CH:3]=[C:4]([C:11]2[C:12](=[O:32])[NH:13][C:14](=[O:31])[C:15]=2[C:16]2[C:24]3[C:19](=[CH:20][CH:21]=[CH:22][CH:23]=3)[N:18]([CH:25]3[CH2:30][CH2:29][NH:28][CH2:27][CH2:26]3)[CH:17]=2)[N:5]2[CH:10]=[CH:9][CH:8]=[CH:7][C:6]=12.Cl.[C:34](O[C:34](=[O:37])[CH2:35][CH3:36])(=[O:37])[CH2:35][CH3:36].C(N(CC)CC)C. (6) Given the product [Cl:6][C:7]1[CH:12]=[CH:11][C:10]([O:13][C:19]2[C:24]([CH3:25])=[CH:23][C:22]([N+:26]([O-:28])=[O:27])=[CH:21][N:20]=2)=[CH:9][C:8]=1[C:14]([F:15])([F:16])[F:17], predict the reactants needed to synthesize it. The reactants are: CN(C=O)C.[Cl:6][C:7]1[CH:12]=[CH:11][C:10]([OH:13])=[CH:9][C:8]=1[C:14]([F:17])([F:16])[F:15].Cl[C:19]1[C:24]([CH3:25])=[CH:23][C:22]([N+:26]([O-:28])=[O:27])=[CH:21][N:20]=1.C(=O)([O-])[O-].[K+].[K+]. (7) Given the product [CH3:1][O:2][C:3]1[CH:4]=[C:5]([CH:10]=[C:11]([N+:15]([O-:17])=[O:16])[C:12]=1[NH:13][CH3:14])[C:6]([OH:8])=[O:7], predict the reactants needed to synthesize it. The reactants are: [CH3:1][O:2][C:3]1[CH:4]=[C:5]([CH:10]=[C:11]([N+:15]([O-:17])=[O:16])[C:12]=1[NH:13][CH3:14])[C:6]([O:8]C)=[O:7].[OH-].[Li+].Cl.